This data is from Full USPTO retrosynthesis dataset with 1.9M reactions from patents (1976-2016). The task is: Predict the reactants needed to synthesize the given product. Given the product [CH3:1][O:2][C:3]([C:5]1[CH:14]=[C:13]([N:27]2[CH2:26][CH2:25][N:24]([C:17]([O:19][C:20]([CH3:23])([CH3:22])[CH3:21])=[O:18])[CH2:29][CH2:28]2)[C:12]2[C:7](=[CH:8][C:9]([Cl:16])=[CH:10][CH:11]=2)[N:6]=1)=[O:4], predict the reactants needed to synthesize it. The reactants are: [CH3:1][O:2][C:3]([C:5]1[CH:14]=[C:13](Cl)[C:12]2[C:7](=[CH:8][C:9]([Cl:16])=[CH:10][CH:11]=2)[N:6]=1)=[O:4].[C:17]([N:24]1[CH2:29][CH2:28][NH:27][CH2:26][CH2:25]1)([O:19][C:20]([CH3:23])([CH3:22])[CH3:21])=[O:18].